This data is from Reaction yield outcomes from USPTO patents with 853,638 reactions. The task is: Predict the reaction yield, written as a fraction of the theoretical maximum amount of product (1.0 means a 100% yield; for example, 0.34 means a 34% yield). (1) The reactants are [CH:1](=[N:8]/[C:9]1[CH:17]=[C:16]([F:18])[CH:15]=[C:14]2[C:10]=1[CH2:11][O:12][C:13]2=[O:19])\[C:2]1[CH:7]=[CH:6][CH:5]=[CH:4][CH:3]=1.[O-]S([O-])=O.[Na+].[Na+].[O-]S([O-])(=O)=O.[Na+].[Na+].[CH3:33][N:34]1[C:38]([CH:39]=O)=[N:37][CH:36]=[N:35]1.[CH3:41][CH2:42][O-:43].[Na+]. The catalyst is C(OCC)(=O)CC. The product is [F:18][C:16]1[CH:15]=[C:14]([C:13]([O:12][CH2:11][CH3:10])=[O:19])[C:41]2[C:42](=[O:43])[CH:39]([C:38]3[N:34]([CH3:33])[N:35]=[CH:36][N:37]=3)[CH:1]([C:2]3[CH:3]=[CH:4][CH:5]=[CH:6][CH:7]=3)[NH:8][C:9]=2[CH:17]=1. The yield is 0.100. (2) The reactants are C[O:2][C:3]1[CH:8]=[CH:7][C:6]([N:9]2[CH:13]=[C:12]([C:14]([F:17])([F:16])[F:15])[CH:11]=[N:10]2)=[C:5]([CH3:18])[CH:4]=1.B(Br)(Br)Br. The catalyst is ClCCl. The product is [CH3:18][C:5]1[CH:4]=[C:3]([OH:2])[CH:8]=[CH:7][C:6]=1[N:9]1[CH:13]=[C:12]([C:14]([F:17])([F:16])[F:15])[CH:11]=[N:10]1. The yield is 0.990.